Dataset: Full USPTO retrosynthesis dataset with 1.9M reactions from patents (1976-2016). Task: Predict the reactants needed to synthesize the given product. (1) The reactants are: [Br:1]Br.[CH3:3][N:4]1[C:12]2[C:11]3([C:22]4[CH:27]=[CH:26][CH:25]=[CH:24][CH:23]=4)[CH2:13][CH2:14][C:15]4([CH:20]([CH3:21])[CH:10]3[CH2:9][CH2:8][C:7]=2[CH:6]=[N:5]1)OCC[O:16]4.C([O-])(=O)C.[Na+]. Given the product [Br:1][C:6]1[C:7]2[CH2:8][CH2:9][CH:10]3[CH:20]([CH3:21])[C:15](=[O:16])[CH2:14][CH2:13][C:11]3([C:22]3[CH:27]=[CH:26][CH:25]=[CH:24][CH:23]=3)[C:12]=2[N:4]([CH3:3])[N:5]=1, predict the reactants needed to synthesize it. (2) Given the product [N+:1]([C:4]1[C:5]2[N:11]=[N:12][NH:10][C:6]=2[CH:7]=[CH:8][CH:9]=1)([O-:3])=[O:2], predict the reactants needed to synthesize it. The reactants are: [N+:1]([C:4]1[CH:9]=[CH:8][CH:7]=[C:6]([NH2:10])[C:5]=1[NH2:11])([O-:3])=[O:2].[N:12]([O-])=O.[Na+].